Dataset: Forward reaction prediction with 1.9M reactions from USPTO patents (1976-2016). Task: Predict the product of the given reaction. (1) Given the reactants [NH:1]1[C:9]2[C:4](=[CH:5][C:6]([C:10]3[N:11]=[C:12]([N:27]4[CH2:32][CH2:31][O:30][CH2:29][CH2:28]4)[C:13]4[CH2:19][CH2:18][N:17](C(OC(C)(C)C)=O)[CH2:16][C:14]=4[N:15]=3)=[CH:7][CH:8]=2)[CH:3]=[CH:2]1.Cl.O1CCOC[CH2:35]1, predict the reaction product. The product is: [NH:1]1[C:9]2[C:4](=[CH:5][C:6]([C:10]3[N:11]=[C:12]([N:27]4[CH2:32][CH2:31][O:30][CH2:29][C@@H:28]4[CH3:35])[C:13]4[CH2:19][CH2:18][NH:17][CH2:16][C:14]=4[N:15]=3)=[CH:7][CH:8]=2)[CH:3]=[CH:2]1. (2) Given the reactants Cl.[OH:2][C@H:3]1[CH2:7][NH:6][C@H:5]([C:8]([NH:10][CH2:11][C:12]2[CH:17]=[CH:16][C:15]([C:18]3[S:22][CH:21]=[N:20][C:19]=3[CH3:23])=[CH:14][CH:13]=2)=[O:9])[CH2:4]1.F[C:25]1[N:30]=[C:29]([C:31]#[N:32])[CH:28]=[CH:27][CH:26]=1.CCN(C(C)C)C(C)C, predict the reaction product. The product is: [C:31]([C:29]1[N:30]=[C:25]([N:6]2[CH2:7][C@H:3]([OH:2])[CH2:4][C@H:5]2[C:8]([NH:10][CH2:11][C:12]2[CH:13]=[CH:14][C:15]([C:18]3[S:22][CH:21]=[N:20][C:19]=3[CH3:23])=[CH:16][CH:17]=2)=[O:9])[CH:26]=[CH:27][CH:28]=1)#[N:32]. (3) Given the reactants [F:1][C:2]1[C:7]([C:8]2[CH:9]=[C:10]3[C:15](=[CH:16][CH:17]=2)[CH:14]=[C:13]([CH2:18][CH2:19]OS(C)(=O)=O)[CH:12]=[CH:11]3)=[CH:6][CH:5]=[C:4]([F:25])[N:3]=1.CS(O[CH2:31][CH2:32][C:33]1C=CC2[C:35](=CC=C([C:35]3C=CC=[C:33]([C:32](=O)[CH3:31])[CH:34]=3)C=2)[CH:34]=1)(=O)=O.[NH3:52], predict the reaction product. The product is: [F:1][C:2]1[C:7]([C:8]2[CH:17]=[CH:16][C:15]3[C:10](=[CH:11][CH:12]=[C:13]([CH2:18][CH2:19][N:52]4[CH2:31][CH2:32][CH2:33][C@H:34]4[CH3:35])[CH:14]=3)[CH:9]=2)=[CH:6][CH:5]=[C:4]([F:25])[N:3]=1. (4) Given the reactants Br[C:2]1[CH:3]=[C:4]2[C:8](=[CH:9][CH:10]=1)[NH:7][N:6]=[C:5]2[C:11]([NH:13][C:14]1[CH:15]=[N:16][CH:17]=[CH:18][CH:19]=1)=[O:12].[F:20][C:21]1[CH:22]=[C:23](B(O)O)[CH:24]=[N:25][CH:26]=1.P([O-])([O-])([O-])=O.[K+].[K+].[K+].O, predict the reaction product. The product is: [F:20][C:21]1[CH:22]=[C:23]([C:2]2[CH:3]=[C:4]3[C:8](=[CH:9][CH:10]=2)[NH:7][N:6]=[C:5]3[C:11]([NH:13][C:14]2[CH:15]=[N:16][CH:17]=[CH:18][CH:19]=2)=[O:12])[CH:24]=[N:25][CH:26]=1. (5) Given the reactants [CH3:1][O:2][CH2:3][O:4][C:5]1[CH:6]=[CH:7][C:8]([C:11]([CH3:21])([O:16][Si](C)(C)C)[C:12]([F:15])([F:14])[F:13])=[N:9][CH:10]=1.Cl, predict the reaction product. The product is: [F:15][C:12]([F:13])([F:14])[C:11]([C:8]1[CH:7]=[CH:6][C:5]([O:4][CH2:3][O:2][CH3:1])=[CH:10][N:9]=1)([OH:16])[CH3:21]. (6) Given the reactants [C:1]1(/[CH:7]=[CH:8]/[C:9]2[CH:10]=[C:11]([CH:16]=[CH:17][N:18]=2)[C:12]([O:14][CH3:15])=[O:13])[CH:6]=[CH:5][CH:4]=[CH:3][CH:2]=1, predict the reaction product. The product is: [CH:1]1([CH2:7][CH2:8][CH:9]2[CH2:10][CH:11]([C:12]([O:14][CH3:15])=[O:13])[CH2:16][CH2:17][NH:18]2)[CH2:2][CH2:3][CH2:4][CH2:5][CH2:6]1. (7) Given the reactants [OH:1][NH:2][C:3](=[NH:5])[CH3:4].[H-].[Na+].[Cl:8][C:9]1[C:10]([F:43])=[C:11]([CH:40]=[CH:41][CH:42]=1)[C:12]([N:14]1[CH2:19][CH2:18][N:17]([CH2:20][C:21]2[CH:22]=[C:23]([CH:28]=[C:29]([N:31]=[C:32]3[N:36]([CH2:37][O:38][CH3:39])[CH:35]=[CH:34][S:33]3)[N:30]=2)[C:24](OC)=O)[CH2:16][CH2:15]1)=[O:13], predict the reaction product. The product is: [Cl:8][C:9]1[C:10]([F:43])=[C:11]([CH:40]=[CH:41][CH:42]=1)[C:12]([N:14]1[CH2:19][CH2:18][N:17]([CH2:20][C:21]2[N:30]=[C:29]([N:31]=[C:32]3[N:36]([CH2:37][O:38][CH3:39])[CH:35]=[CH:34][S:33]3)[CH:28]=[C:23]([C:24]3[O:1][N:2]=[C:3]([CH3:4])[N:5]=3)[CH:22]=2)[CH2:16][CH2:15]1)=[O:13]. (8) Given the reactants Cl[C:2]1[C:10]([F:11])=[CH:9][C:5]([C:6]([NH2:8])=[O:7])=[C:4]([NH:12][C:13]2[CH:18]=[CH:17][C:16]([N:19]3[CH2:24][CH2:23][O:22][CH2:21][CH2:20]3)=[CH:15][CH:14]=2)[N:3]=1.C([Sn](CCCC)(CCCC)[C:30]1[CH2:35][CH2:34][CH2:33][C:32](=[O:36])[CH:31]=1)CCC, predict the reaction product. The product is: [F:11][C:10]1[C:2]([C:30]2[CH2:35][CH2:34][CH2:33][C:32](=[O:36])[CH:31]=2)=[N:3][C:4]([NH:12][C:13]2[CH:18]=[CH:17][C:16]([N:19]3[CH2:24][CH2:23][O:22][CH2:21][CH2:20]3)=[CH:15][CH:14]=2)=[C:5]([CH:9]=1)[C:6]([NH2:8])=[O:7]. (9) Given the reactants [C:1](#[N:5])[CH2:2][C:3]#[N:4].[CH2:6]([O:8][C:9](OCC)(OCC)[CH3:10])[CH3:7], predict the reaction product. The product is: [CH2:6]([O:8][C:9](=[C:2]([C:1]#[N:5])[C:3]#[N:4])[CH3:10])[CH3:7]. (10) Given the reactants Br[C:2]12[CH2:11][CH:6]3[CH2:7][CH:8]([CH2:10][CH:4]([CH2:5]3)[CH2:3]1)[CH2:9]2.[Cl:12][C:13]1[CH:18]=[CH:17][CH:16]=[CH:15][C:14]=1[O:19][CH3:20], predict the reaction product. The product is: [Cl:12][C:13]1[CH:18]=[C:17]([C:2]23[CH2:11][CH:6]4[CH2:7][CH:8]([CH2:10][CH:4]([CH2:5]4)[CH2:3]2)[CH2:9]3)[CH:16]=[CH:15][C:14]=1[O:19][CH3:20].